Task: Regression. Given a peptide amino acid sequence and an MHC pseudo amino acid sequence, predict their binding affinity value. This is MHC class I binding data.. Dataset: Peptide-MHC class I binding affinity with 185,985 pairs from IEDB/IMGT The peptide sequence is QGYRPVFSS. The MHC is Mamu-B3901 with pseudo-sequence Mamu-B3901. The binding affinity (normalized) is 0.348.